From a dataset of Merck oncology drug combination screen with 23,052 pairs across 39 cell lines. Regression. Given two drug SMILES strings and cell line genomic features, predict the synergy score measuring deviation from expected non-interaction effect. (1) Drug 1: O=C(NOCC(O)CO)c1ccc(F)c(F)c1Nc1ccc(I)cc1F. Drug 2: COC1CC2CCC(C)C(O)(O2)C(=O)C(=O)N2CCCCC2C(=O)OC(C(C)CC2CCC(OP(C)(C)=O)C(OC)C2)CC(=O)C(C)C=C(C)C(O)C(OC)C(=O)C(C)CC(C)C=CC=CC=C1C. Cell line: A427. Synergy scores: synergy=15.3. (2) Drug 1: O=C(O)C1(Cc2cccc(Nc3nccs3)n2)CCC(Oc2cccc(Cl)c2F)CC1. Drug 2: CCC1(O)C(=O)OCc2c1cc1n(c2=O)Cc2cc3c(CN(C)C)c(O)ccc3nc2-1. Cell line: UACC62. Synergy scores: synergy=5.20. (3) Cell line: DLD1. Drug 1: CCC1=CC2CN(C1)Cc1c([nH]c3ccccc13)C(C(=O)OC)(c1cc3c(cc1OC)N(C)C1C(O)(C(=O)OC)C(OC(C)=O)C4(CC)C=CCN5CCC31C54)C2. Synergy scores: synergy=15.3. Drug 2: CNC(=O)c1cc(Oc2ccc(NC(=O)Nc3ccc(Cl)c(C(F)(F)F)c3)cc2)ccn1. (4) Drug 1: CC1CC2C3CCC4=CC(=O)C=CC4(C)C3(F)C(O)CC2(C)C1(O)C(=O)CO. Drug 2: Cn1nnc2c(C(N)=O)ncn2c1=O. Cell line: KPL1. Synergy scores: synergy=-6.50. (5) Drug 1: CCN(CC)CCNC(=O)c1c(C)[nH]c(C=C2C(=O)Nc3ccc(F)cc32)c1C. Drug 2: Cn1cc(-c2cnn3c(N)c(Br)c(C4CCCNC4)nc23)cn1. Cell line: ZR751. Synergy scores: synergy=5.95.